Dataset: Full USPTO retrosynthesis dataset with 1.9M reactions from patents (1976-2016). Task: Predict the reactants needed to synthesize the given product. (1) Given the product [Br:8][C:4]1[C:3]([CH2:9][O:10][Si:20]([C:17]([CH3:19])([CH3:18])[CH3:16])([CH3:22])[CH3:21])=[C:2]([CH:7]=[CH:6][CH:5]=1)[NH2:1], predict the reactants needed to synthesize it. The reactants are: [NH2:1][C:2]1[CH:7]=[CH:6][CH:5]=[C:4]([Br:8])[C:3]=1[CH2:9][OH:10].N1C=CN=C1.[CH3:16][C:17]([Si:20](Cl)([CH3:22])[CH3:21])([CH3:19])[CH3:18].O. (2) The reactants are: Br[C:2]1[CH:3]=[C:4]2[C:8](=[CH:9][CH:10]=1)[N:7]([C:11]1[CH:16]=[CH:15][C:14]([F:17])=[CH:13][CH:12]=1)[N:6]=[CH:5]2.C([Li])CCC.[F:23][C:24]([F:37])([F:36])[C:25]([C:27]1[C:35]2[C:30](=[CH:31][CH:32]=[CH:33][CH:34]=2)[NH:29][CH:28]=1)=[O:26]. Given the product [F:37][C:24]([F:23])([F:36])[C:25]([C:2]1[CH:3]=[C:4]2[C:8](=[CH:9][CH:10]=1)[N:7]([C:11]1[CH:16]=[CH:15][C:14]([F:17])=[CH:13][CH:12]=1)[N:6]=[CH:5]2)([C:27]1[C:35]2[C:30](=[CH:31][CH:32]=[CH:33][CH:34]=2)[NH:29][CH:28]=1)[OH:26], predict the reactants needed to synthesize it. (3) Given the product [Cl:1][C:14]1[CH:9]=[CH:10][C:11]([C:15]2[N:20]=[C:19]([O:21][CH2:22][CH3:23])[N:18]=[C:17]([NH:24][C:25]3[CH:30]=[CH:29][CH:28]=[C:27]([C:31]([F:33])([F:34])[F:32])[CH:26]=3)[N:16]=2)=[CH:12][CH:13]=1, predict the reactants needed to synthesize it. The reactants are: [Cl:1]C1C=NN=NC=1.Cl[C:9]1[CH:10]=[C:11]([C:15]2[N:20]=[C:19]([O:21][CH2:22][CH3:23])[N:18]=[C:17]([NH:24][C:25]3[CH:30]=[CH:29][CH:28]=[C:27]([C:31]([F:34])([F:33])[F:32])[CH:26]=3)[N:16]=2)[CH:12]=[CH:13][CH:14]=1.C1(P(C2C=CC=CC=2)C2C=CC=CC=2)C=CC=CC=1.C([O-])([O-])=O.[Na+].[Na+]. (4) The reactants are: [CH:1]1([CH:7]([C:9]2[CH:13]=[C:12]([C:14]3[CH:19]=[CH:18][CH:17]=[CH:16][CH:15]=3)[S:11][C:10]=2[CH3:20])O)[CH2:6][CH2:5][CH2:4][CH2:3][CH2:2]1.[NH2:21][C:22]1[CH:23]=[CH:24][C:25]([C:28]([O:30]C)=[O:29])=[N:26][CH:27]=1.[I-].[Na+].C(=O)([O-])[O-].[Na+].[Na+].[Cl-].[NH4+].[OH-].[Na+]. Given the product [CH:1]1([CH:7]([NH:21][C:22]2[CH:23]=[CH:24][C:25]([C:28]([OH:30])=[O:29])=[N:26][CH:27]=2)[C:9]2[CH:13]=[C:12]([C:14]3[CH:19]=[CH:18][CH:17]=[CH:16][CH:15]=3)[S:11][C:10]=2[CH3:20])[CH2:6][CH2:5][CH2:4][CH2:3][CH2:2]1, predict the reactants needed to synthesize it.